The task is: Predict the reaction yield, written as a fraction of the theoretical maximum amount of product (1.0 means a 100% yield; for example, 0.34 means a 34% yield).. This data is from Reaction yield outcomes from USPTO patents with 853,638 reactions. (1) The reactants are [CH2:1]([C:3]1[C:11]2[C:6](=[CH:7][C:8]([C:12]([OH:14])=O)=[CH:9][CH:10]=2)[NH:5][N:4]=1)[CH3:2].Cl.CN(C)CCCN=C=NCC.Cl.[CH3:28][NH:29][O:30][CH3:31].CN(C)C=O. The catalyst is CN(C)C1C=CN=CC=1.C(Cl)Cl.O. The product is [CH2:1]([C:3]1[C:11]2[C:6](=[CH:7][C:8]([C:12]([N:29]([O:30][CH3:31])[CH3:28])=[O:14])=[CH:9][CH:10]=2)[NH:5][N:4]=1)[CH3:2]. The yield is 0.330. (2) The reactants are [CH3:1][C:2]1[CH:3]=[CH:4][C:5]([N+:11]([O-:13])=[O:12])=[C:6]([CH:10]=1)[C:7]([OH:9])=[O:8].[OH-:14].[K+].[O-][Mn](=O)(=O)=O.[K+].[OH2:22]. No catalyst specified. The product is [N+:11]([C:5]1[CH:4]=[CH:3][C:2]([C:1]([OH:22])=[O:14])=[CH:10][C:6]=1[C:7]([OH:9])=[O:8])([O-:13])=[O:12]. The yield is 0.927. (3) The reactants are [C:1]([NH:8][C@@H:9]([CH2:13][C:14]1[CH:21]=[C:19]([OH:20])[C:17]([OH:18])=[CH:16][CH:15]=1)[C:10]([OH:12])=[O:11])([O:3][C:4]([CH3:7])([CH3:6])[CH3:5])=[O:2].[C:22](=O)(ON1C(=O)CCC1=O)[O:23]N1C(=O)CCC1=O.C(N(CC)CC)C. The catalyst is ClCCl. The product is [C:4]([O:3][C:1]([NH:8][C@@H:9]([CH2:13][C:14]1[CH:15]=[CH:16][C:17]2[O:18][C:22](=[O:23])[O:20][C:19]=2[CH:21]=1)[C:10]([OH:12])=[O:11])=[O:2])([CH3:6])([CH3:7])[CH3:5]. The yield is 0.910.